Dataset: Full USPTO retrosynthesis dataset with 1.9M reactions from patents (1976-2016). Task: Predict the reactants needed to synthesize the given product. (1) Given the product [I:20][CH2:29][C@H:27]1[O:28][C@@H:22]([N:31]2[CH:35]=[N:34][C:33]([C:36]([NH2:38])=[O:37])=[N:32]2)[C@H:23]([OH:24])[C@@H:25]1[OH:26], predict the reactants needed to synthesize it. The reactants are: C1(P(C2C=CC=CC=2)C2C=CC=CC=2)C=CC=CC=1.[I:20]I.[C@@H:22]1([N:31]2[CH:35]=[N:34][C:33]([C:36]([NH2:38])=[O:37])=[N:32]2)[O:28][C@H:27]([CH2:29]O)[C@@H:25]([OH:26])[C@H:23]1[OH:24]. (2) Given the product [C:20]1([C:26]2[C:27]([C:32]([N:3]3[CH2:4][C@@H:5]4[C@@H:1]([CH2:6]4)[C@H:2]3[CH2:7][NH:8][C:9]([C:11]3[CH:12]=[CH:13][CH:14]=[C:15]4[O:19][CH:18]=[CH:17][C:16]=34)=[O:10])=[O:33])=[N:28][CH:29]=[CH:30][N:31]=2)[CH:21]=[CH:22][CH:23]=[CH:24][CH:25]=1, predict the reactants needed to synthesize it. The reactants are: [C@@H:1]12[CH2:6][C@@H:5]1[CH2:4][NH:3][C@@H:2]2[CH2:7][NH:8][C:9]([C:11]1[CH:12]=[CH:13][CH:14]=[C:15]2[O:19][CH:18]=[CH:17][C:16]=12)=[O:10].[C:20]1([C:26]2[C:27]([C:32](O)=[O:33])=[N:28][CH:29]=[CH:30][N:31]=2)[CH:25]=[CH:24][CH:23]=[CH:22][CH:21]=1. (3) Given the product [ClH:32].[NH:19]1[CH2:20][CH2:21][CH2:22][CH:17]([C:15]([N:12]2[CH2:13][CH2:14][N:9]([C:5]3[CH:6]=[CH:7][CH:8]=[C:3]([C:2]([F:31])([F:1])[F:30])[CH:4]=3)[CH2:10][CH2:11]2)=[O:16])[CH2:18]1, predict the reactants needed to synthesize it. The reactants are: [F:1][C:2]([F:31])([F:30])[C:3]1[CH:4]=[C:5]([N:9]2[CH2:14][CH2:13][N:12]([C:15]([CH:17]3[CH2:22][CH2:21][CH2:20][N:19](C(OC(C)(C)C)=O)[CH2:18]3)=[O:16])[CH2:11][CH2:10]2)[CH:6]=[CH:7][CH:8]=1.[ClH:32]. (4) Given the product [Br:15][C:10]1[CH:11]=[CH:12][C:7]2[O:6][C:5]3[CH:13]=[CH:14][C:2]([Br:1])=[CH:3][C:4]=3[C:8]=2[CH:9]=1, predict the reactants needed to synthesize it. The reactants are: [Br:1][C:2]1[CH:14]=[CH:13][C:5]2[O:6][C:7]3[CH:12]=[CH:11][CH:10]=[CH:9][C:8]=3[C:4]=2[CH:3]=1.[Br:15]Br. (5) Given the product [C:13]([O:12][C:10](=[O:11])[CH2:9][C:6]1[CH:7]=[CH:8][C:3]([CH2:2][NH:1][CH2:25][C:26]([O:28][C:29]([CH3:32])([CH3:31])[CH3:30])=[O:27])=[CH:4][CH:5]=1)([CH3:16])([CH3:15])[CH3:14], predict the reactants needed to synthesize it. The reactants are: [NH2:1][CH2:2][C:3]1[CH:8]=[CH:7][C:6]([CH2:9][C:10]([O:12][C:13]([CH3:16])([CH3:15])[CH3:14])=[O:11])=[CH:5][CH:4]=1.C(N(CC)CC)C.Br[CH2:25][C:26]([O:28][C:29]([CH3:32])([CH3:31])[CH3:30])=[O:27]. (6) Given the product [F:1][C:2]1[CH:3]=[CH:4][C:5]([C:8]2[CH:13]([O:14][CH3:32])[CH2:12][N:11]([C:15]3[N:20]=[CH:19][N:18]([CH2:21][C:22]4[S:23][C:24]([C:27]([F:28])([F:29])[F:30])=[CH:25][CH:26]=4)[C:17](=[O:31])[N:16]=3)[CH2:10][CH:9]=2)=[CH:6][CH:7]=1, predict the reactants needed to synthesize it. The reactants are: [F:1][C:2]1[CH:7]=[CH:6][C:5]([C:8]2[CH:13]([OH:14])[CH2:12][N:11]([C:15]3[N:20]=[CH:19][N:18]([CH2:21][C:22]4[S:23][C:24]([C:27]([F:30])([F:29])[F:28])=[CH:25][CH:26]=4)[C:17](=[O:31])[N:16]=3)[CH2:10][CH:9]=2)=[CH:4][CH:3]=1.[CH2:32](N(CC)CC)C.CI.C(=O)([O-])[O-].[K+].[K+].[H-].[Na+]. (7) Given the product [N:1]1([CH2:6][CH2:7][O:8][C:9]2[CH:10]=[CH:11][C:12]([N:15]([CH2:16][C:17]3[CH:22]=[CH:21][C:20]([O:23][CH:24]4[CH2:29][CH2:28][CH2:27][CH2:26][O:25]4)=[CH:19][CH:18]=3)[C:43]([CH:37]3[CH2:42][CH2:41][CH2:40][CH2:39][CH2:38]3)=[O:44])=[CH:13][CH:14]=2)[CH2:2][CH2:3][CH2:4][CH2:5]1, predict the reactants needed to synthesize it. The reactants are: [N:1]1([CH2:6][CH2:7][O:8][C:9]2[CH:14]=[CH:13][C:12]([NH:15][CH2:16][C:17]3[CH:22]=[CH:21][C:20]([O:23][CH:24]4[CH2:29][CH2:28][CH2:27][CH2:26][O:25]4)=[CH:19][CH:18]=3)=[CH:11][CH:10]=2)[CH2:5][CH2:4][CH2:3][CH2:2]1.C(N(CC)CC)C.[CH:37]1([C:43](Cl)=[O:44])[CH2:42][CH2:41][CH2:40][CH2:39][CH2:38]1. (8) Given the product [CH3:29][C:25]1([CH3:30])[CH2:24][CH:23]([CH2:22][O:20][C:19]2[C:10]([C:3]3[CH:4]=[C:5]([O:8][CH3:9])[CH:6]=[CH:7][C:2]=3[F:1])=[N:11][CH:12]=[C:13]([CH:18]=2)[C:14]([O:16][CH3:17])=[O:15])[CH2:28][CH2:27][O:26]1, predict the reactants needed to synthesize it. The reactants are: [F:1][C:2]1[CH:7]=[CH:6][C:5]([O:8][CH3:9])=[CH:4][C:3]=1[C:10]1[C:19]([OH:20])=[CH:18][C:13]([C:14]([O:16][CH3:17])=[O:15])=[CH:12][N:11]=1.Br[CH2:22][CH:23]1[CH2:28][CH2:27][O:26][C:25]([CH3:30])([CH3:29])[CH2:24]1.C(=O)([O-])[O-].[K+].[K+].O. (9) Given the product [CH3:5][CH:4]([CH2:6][CH2:7][CH2:8][CH:9]([CH3:10])[CH2:11][CH2:12][CH2:13][CH:14]([CH3:16])[CH3:15])[CH2:3][CH2:2][OH:1], predict the reactants needed to synthesize it. The reactants are: [OH:1][CH2:2][CH:3]=[C:4]([CH2:6][CH2:7][CH:8]=[C:9]([CH2:11][CH2:12][CH:13]=[C:14]([CH3:16])[CH3:15])[CH3:10])[CH3:5].